From a dataset of Forward reaction prediction with 1.9M reactions from USPTO patents (1976-2016). Predict the product of the given reaction. (1) The product is: [C:2]([O:5][C:6]([NH:8][C@H:9]([CH:10]([CH:17]1[CH2:18][CH2:19][CH2:20][CH2:21][CH2:22]1)[CH:11]1[CH2:12][CH2:13][CH2:14][CH2:15][CH2:16]1)[C:23]([OH:25])=[O:24])=[O:7])([CH3:4])([CH3:1])[CH3:3]. Given the reactants [CH3:1][C:2]([O:5][C:6]([NH:8][C@@H:9]([C:23]([OH:25])=[O:24])[CH:10]([C:17]1[CH:22]=[CH:21][CH:20]=[CH:19][CH:18]=1)[C:11]1[CH:16]=[CH:15][CH:14]=[CH:13][CH:12]=1)=[O:7])([CH3:4])[CH3:3], predict the reaction product. (2) Given the reactants [CH:1]([CH:4]1[CH2:10][CH2:9][NH:8][C:7](=[O:11])[CH2:6][CH2:5]1)([CH3:3])[CH3:2].P(Cl)(Cl)(Cl)(Cl)[Cl:13].[ClH:18], predict the reaction product. The product is: [Cl:18][C:6]1([Cl:13])[CH2:5][CH:4]([CH:1]([CH3:3])[CH3:2])[CH2:10][CH2:9][NH:8][C:7]1=[O:11]. (3) Given the reactants [CH2:1](Br)[CH2:2][CH2:3][CH2:4][CH2:5][CH2:6][CH2:7][CH2:8]/[CH:9]=[CH:10]\[CH2:11]/[CH:12]=[CH:13]\[CH2:14][CH2:15][CH2:16][CH2:17][CH3:18].BrCBr.[CH:23]([O-:25])=O.[OH-].[Na+], predict the reaction product. The product is: [CH3:18][CH2:17][CH2:16][CH2:15][CH2:14][CH:13]=[CH:12][CH2:11][CH:10]=[CH:9][CH2:8][CH2:7][CH2:6][CH2:5][CH2:4][CH2:3][CH2:2][CH2:1][CH:23]([OH:25])[CH2:1][CH2:2][CH2:3][CH2:4][CH2:5][CH2:6][CH2:7][CH2:8][CH:9]=[CH:10][CH2:11][CH:12]=[CH:13][CH2:14][CH2:15][CH2:16][CH2:17][CH3:18]. (4) Given the reactants C(Cl)(=O)C([Cl:4])=O.[F:7][C:8]1[CH:9]=[C:10]([CH:13]=[C:14]([N+:17]([O-:19])=[O:18])[C:15]=1O)[C:11]#[N:12], predict the reaction product. The product is: [Cl:4][C:15]1[C:14]([N+:17]([O-:19])=[O:18])=[CH:13][C:10]([C:11]#[N:12])=[CH:9][C:8]=1[F:7]. (5) Given the reactants [Cl:1][CH2:2][CH2:3][CH2:4][C:5]([C:7]1[S:8][CH:9]=[CH:10][CH:11]=1)=[O:6].[CH2:12](O)[CH2:13][OH:14], predict the reaction product. The product is: [Cl:1][CH2:2][CH2:3][CH2:4][C:5]1([C:7]2[S:8][CH:9]=[CH:10][CH:11]=2)[O:14][CH2:13][CH2:12][O:6]1. (6) Given the reactants [I:1][C:2]1[CH:3]=[N:4][NH:5][CH:6]=1.[H-].[Na+].[CH:9]1(Br)[CH2:11][CH2:10]1.[CH3:13]N(C=O)C, predict the reaction product. The product is: [CH:9]1([CH2:13][N:4]2[CH:3]=[C:2]([I:1])[CH:6]=[N:5]2)[CH2:11][CH2:10]1. (7) Given the reactants [CH3:1][O:2][C:3]1[C:8]2[O:9][CH2:10][CH2:11][O:12][C:7]=2[C:6]([C:13](O)([CH3:16])[CH:14]=[CH2:15])=[CH:5][CH:4]=1.C1(C)C=CC(S([O-])(=O)=O)=CC=1.[NH+:29]1C=C[CH:32]=[CH:31][CH:30]=1, predict the reaction product. The product is: [CH3:1][O:2][C:3]1[C:8]2[O:9][CH2:10][CH2:11][O:12][C:7]=2[C:6]([C:13]2[CH2:16][CH2:32][CH:31]([C:30]#[N:29])[CH2:15][CH:14]=2)=[CH:5][CH:4]=1.